The task is: Predict the reactants needed to synthesize the given product.. This data is from Full USPTO retrosynthesis dataset with 1.9M reactions from patents (1976-2016). (1) Given the product [CH3:1][O:2][C:3]([C:4]1[C:5]2[N:25]=[C:11]([C:13]3[CH:18]=[CH:17][C:16]([C:19]4[CH:24]=[CH:23][CH:22]=[CH:21][CH:20]=4)=[CH:15][CH:14]=3)[NH:10][C:6]=2[CH:7]=[CH:8][CH:9]=1)=[O:26], predict the reactants needed to synthesize it. The reactants are: [CH3:1][O:2][C:3](=[O:26])[C:4]1[CH:9]=[CH:8][CH:7]=[C:6]([NH:10][C:11]([C:13]2[CH:18]=[CH:17][C:16]([C:19]3[CH:24]=[CH:23][CH:22]=[CH:21][CH:20]=3)=[CH:15][CH:14]=2)=O)[C:5]=1[NH2:25]. (2) The reactants are: C([O-])([O-])=O.[K+].[K+].[CH3:7][O:8][C:9](=[O:45])[C:10]([N:12]([C:19]1[CH:24]=[C:23]([Cl:25])[CH:22]=[CH:21][C:20]=1[C:26](=[O:44])[CH2:27][CH2:28][C:29]1[CH:34]=[CH:33][C:32]([S:35](=[O:43])(=[O:42])[NH:36][CH2:37][CH:38]([OH:41])[CH2:39][OH:40])=[CH:31][CH:30]=1)[C:13]1[CH:18]=[CH:17][CH:16]=[CH:15][CH:14]=1)=O.COC(=O)C(N(C1C=C(Cl)C=CC=1C(=O)CCC1C=CC(S(=O)(=O)NCC2COC(C)(C)O2)=CC=1)C1C=CC=CC=1)=O. Given the product [CH3:7][O:8][C:9]([C:10]1[N:12]([C:13]2[CH:18]=[CH:17][CH:16]=[CH:15][CH:14]=2)[C:19]2[C:20]([C:26](=[O:44])[C:27]=1[CH2:28][C:29]1[CH:34]=[CH:33][C:32]([S:35](=[O:43])(=[O:42])[NH:36][CH2:37][CH:38]([OH:41])[CH2:39][OH:40])=[CH:31][CH:30]=1)=[CH:21][CH:22]=[C:23]([Cl:25])[CH:24]=2)=[O:45], predict the reactants needed to synthesize it. (3) Given the product [ClH:35].[ClH:59].[CH2:52]([O:51][C:48]1[CH:49]=[CH:50][C:45]([CH:18]([C:19]2([OH:25])[CH2:24][CH2:23][CH2:22][CH2:21][CH2:20]2)[CH2:17][N:26]2[CH2:31][CH2:30][CH2:29][C@@H:28]([N:32]([CH3:34])[CH3:33])[CH2:27]2)=[CH:46][C:47]=1[Cl:59])[C:53]1[CH:54]=[CH:55][CH:56]=[CH:57][CH:58]=1, predict the reactants needed to synthesize it. The reactants are: Cl.Cl.C(OC1C=CC([CH:17]([N:26]2[CH2:31][CH2:30][CH2:29][C@@H:28]([N:32]([CH3:34])[CH3:33])[CH2:27]2)[CH2:18][C:19]2([OH:25])[CH2:24][CH2:23][CH2:22][CH2:21][CH2:20]2)=CC=1[Cl:35])C1C=CC=CC=1.N[C@@H]1CCCN(CC(C2(O)CCCCC2)[C:45]2[CH:50]=[CH:49][C:48]([O:51][CH2:52][C:53]3[CH:58]=[CH:57][CH:56]=[CH:55][CH:54]=3)=[C:47]([Cl:59])[CH:46]=2)C1. (4) Given the product [Br:1][C:2]1[C:3]([Cl:18])=[C:4]([CH:5]=[CH:6][C:7]=1[B:8]1[O:12][C:11]([CH3:13])([CH3:14])[C:10]([CH3:16])([CH3:15])[O:9]1)[O:17][CH2:27][CH2:26][N:23]1[CH2:24][CH2:25][N:20]([CH3:19])[CH2:21][CH2:22]1, predict the reactants needed to synthesize it. The reactants are: [Br:1][C:2]1[C:3]([Cl:18])=[C:4]([OH:17])[CH:5]=[CH:6][C:7]=1[B:8]1[O:12][C:11]([CH3:14])([CH3:13])[C:10]([CH3:16])([CH3:15])[O:9]1.[CH3:19][N:20]1[CH2:25][CH2:24][N:23]([CH2:26][CH2:27]O)[CH2:22][CH2:21]1.C1C=CC(P(C2C=CC=CC=2)C2C=CC=CC=2)=CC=1.N(C(OC(C)(C)C)=O)=NC(OC(C)(C)C)=O.